Dataset: Reaction yield outcomes from USPTO patents with 853,638 reactions. Task: Predict the reaction yield, written as a fraction of the theoretical maximum amount of product (1.0 means a 100% yield; for example, 0.34 means a 34% yield). (1) The reactants are [O:1]1[CH:5]=[C:4]([C:6]2[CH:11]=[CH:10][C:9]([OH:12])=[CH:8][CH:7]=2)[N:3]=[CH:2]1.[CH2:13]([O:20][C:21]([NH:23][CH2:24][CH2:25]OS(C)(=O)=O)=[O:22])[C:14]1[CH:19]=[CH:18][CH:17]=[CH:16][CH:15]=1.C(=O)([O-])[O-].[K+].[K+]. The catalyst is CS(C)=O. The product is [CH2:13]([O:20][C:21](=[O:22])[NH:23][CH2:24][CH2:25][O:12][C:9]1[CH:8]=[CH:7][C:6]([C:4]2[N:3]=[CH:2][O:1][CH:5]=2)=[CH:11][CH:10]=1)[C:14]1[CH:19]=[CH:18][CH:17]=[CH:16][CH:15]=1. The yield is 0.640. (2) The product is [OH:4][C@@H:3]([CH3:5])[CH2:2][C:1]([O:7][C:8]1([CH3:17])[CH2:9][CH2:10][CH:11]([CH:14]([CH3:15])[CH3:16])[CH2:12][CH2:13]1)=[O:6]. The catalyst is CO. The reactants are [C:1]([O:7][C:8]1([CH3:17])[CH2:13][CH2:12][CH:11]([CH:14]([CH3:16])[CH3:15])[CH2:10][CH2:9]1)(=[O:6])[CH2:2][C:3]([CH3:5])=[O:4]. The yield is 0.984. (3) The reactants are Cl.[O:2]=[C:3]1[NH:12][C:11]2[N:10]=[CH:9][C:8](/[CH:13]=[CH:14]/[C:15]([OH:17])=O)=[CH:7][C:6]=2[CH2:5][CH2:4]1.[C:18]1([CH:24]2[CH2:28][CH2:27][CH2:26][NH:25]2)[CH:23]=[CH:22][CH:21]=[CH:20][CH:19]=1.CCN(C(C)C)C(C)C.CCN=C=NCCCN(C)C. The catalyst is CN(C=O)C. The product is [O:17]=[C:15]([N:25]1[CH2:26][CH2:27][CH2:28][CH:24]1[C:18]1[CH:23]=[CH:22][CH:21]=[CH:20][CH:19]=1)/[CH:14]=[CH:13]/[C:8]1[CH:7]=[C:6]2[C:11](=[N:10][CH:9]=1)[NH:12][C:3](=[O:2])[CH2:4][CH2:5]2. The yield is 0.170.